From a dataset of Full USPTO retrosynthesis dataset with 1.9M reactions from patents (1976-2016). Predict the reactants needed to synthesize the given product. (1) Given the product [C:1]([O:5][C:6]([N:8]1[CH2:12][CH2:11][CH2:10][CH:9]1[C:13]1[NH:17][C:16]2[CH:18]=[C:19]([B:23]3[O:27][C:26]([CH3:29])([CH3:28])[C:25]([CH3:31])([CH3:30])[O:24]3)[CH:20]=[CH:21][C:15]=2[N:14]=1)=[O:7])([CH3:4])([CH3:3])[CH3:2], predict the reactants needed to synthesize it. The reactants are: [C:1]([O:5][C:6]([N:8]1[CH2:12][CH2:11][CH2:10][CH:9]1[C:13]1[NH:17][C:16]2[CH:18]=[C:19](Br)[CH:20]=[CH:21][C:15]=2[N:14]=1)=[O:7])([CH3:4])([CH3:3])[CH3:2].[B:23]1([B:23]2[O:27][C:26]([CH3:29])([CH3:28])[C:25]([CH3:31])([CH3:30])[O:24]2)[O:27][C:26]([CH3:29])([CH3:28])[C:25]([CH3:31])([CH3:30])[O:24]1.C([O-])(=O)C.[K+]. (2) Given the product [Cl:6][C:7]1[CH:8]=[C:9]([C:14]2[N:5]=[C:3]([NH:2][NH2:1])[S:4][CH:15]=2)[CH:10]=[CH:11][C:12]=1[Cl:13], predict the reactants needed to synthesize it. The reactants are: [NH2:1][NH:2][C:3]([NH2:5])=[S:4].[Cl:6][C:7]1[CH:8]=[C:9]([CH2:14][C:15](Br)=O)[CH:10]=[CH:11][C:12]=1[Cl:13].